This data is from Peptide-MHC class I binding affinity with 185,985 pairs from IEDB/IMGT. The task is: Regression. Given a peptide amino acid sequence and an MHC pseudo amino acid sequence, predict their binding affinity value. This is MHC class I binding data. (1) The peptide sequence is LPCRIKQII. The MHC is HLA-A02:01 with pseudo-sequence HLA-A02:01. The binding affinity (normalized) is 0. (2) The peptide sequence is TQISSAMEY. The MHC is HLA-B15:01 with pseudo-sequence HLA-B15:01. The binding affinity (normalized) is 0.722. (3) The peptide sequence is AFDLSHFLK. The MHC is HLA-A26:01 with pseudo-sequence HLA-A26:01. The binding affinity (normalized) is 0. (4) The peptide sequence is EPRVQLVPL. The MHC is HLA-B57:01 with pseudo-sequence HLA-B57:01. The binding affinity (normalized) is 0.213. (5) The peptide sequence is HLPELIWRS. The MHC is HLA-A02:16 with pseudo-sequence HLA-A02:16. The binding affinity (normalized) is 0.577. (6) The peptide sequence is AIFTYTGGY. The MHC is HLA-A68:01 with pseudo-sequence HLA-A68:01. The binding affinity (normalized) is 0.165.